This data is from Catalyst prediction with 721,799 reactions and 888 catalyst types from USPTO. The task is: Predict which catalyst facilitates the given reaction. (1) Reactant: Cl[C:2]1[N:3]=[C:4]([NH:11][CH:12]2[CH2:14][CH2:13]2)[C:5]2[O:10][CH:9]=[CH:8][C:6]=2[N:7]=1.[NH2:15][C:16]1[CH:25]=[C:24]2[C:19]([CH2:20][CH:21]([CH3:27])[C:22](=[O:26])[NH:23]2)=[CH:18][CH:17]=1.C([O-])([O-])=O.[K+].[K+].CC(C1C=C(C(C)C)C(C2C=CC=CC=2P(C2CCCCC2)C2CCCCC2)=C(C(C)C)C=1)C. Product: [CH:12]1([NH:11][C:4]2[C:5]3[O:10][CH:9]=[CH:8][C:6]=3[N:7]=[C:2]([NH:15][C:16]3[CH:25]=[C:24]4[C:19]([CH2:20][CH:21]([CH3:27])[C:22](=[O:26])[NH:23]4)=[CH:18][CH:17]=3)[N:3]=2)[CH2:14][CH2:13]1. The catalyst class is: 62. (2) Reactant: [NH2:1][C@H:2]([CH2:22][C:23]1[CH:28]=[C:27]([F:29])[C:26]([F:30])=[CH:25][C:24]=1[F:31])[CH2:3][C:4]([N:6]1[CH2:11][CH2:10][N:9]2[C:12]([C:18]([F:21])([F:20])[F:19])=[N:13][C:14]([C:15]([OH:17])=[O:16])=[C:8]2[CH2:7]1)=[O:5].[OH-].[Na+:33]. Product: [NH2:1][C@H:2]([CH2:22][C:23]1[CH:28]=[C:27]([F:29])[C:26]([F:30])=[CH:25][C:24]=1[F:31])[CH2:3][C:4]([N:6]1[CH2:11][CH2:10][N:9]2[C:12]([C:18]([F:21])([F:19])[F:20])=[N:13][C:14]([C:15]([O-:17])=[O:16])=[C:8]2[CH2:7]1)=[O:5].[Na+:33]. The catalyst class is: 5. (3) Reactant: C(OC(C(P(OCC)(OCC)=O)O[C@@H]1C[C@H](N2C=C(C)C(=O)NC2=O)C=C1)=O)C.[CH2:30]([O:32][C:33]([CH:35]([P:50]([O:55][CH2:56][CH3:57])([O:52][CH2:53][CH3:54])=[O:51])[O:36][C@@H:37]1[CH2:41][C@H:40]([N:42]2[CH:49]=[CH:48][C:46]([NH2:47])=[N:45][C:43]2=[O:44])[CH:39]=[CH:38]1)=[O:34])[CH3:31]. Product: [CH2:30]([O:32][C:33]([CH:35]([P:50]([O:52][CH2:53][CH3:54])([O:55][CH2:56][CH3:57])=[O:51])[O:36][C@@H:37]1[CH2:41][C@H:40]([N:42]2[CH:49]=[CH:48][C:46]([NH2:47])=[N:45][C:43]2=[O:44])[CH2:39][CH2:38]1)=[O:34])[CH3:31]. The catalyst class is: 63. (4) Reactant: OCCS[CH2:5][CH2:6][NH:7][C:8](=[O:14])[O:9][C:10]([CH3:13])([CH3:12])[CH3:11].O[O:16][S:17]([O-:19])=O.[K+].[CH3:21][CH2:22][OH:23]. Product: [OH:23][CH2:22][CH2:21][S:17]([CH2:5][CH2:6][NH:7][C:8](=[O:14])[O:9][C:10]([CH3:11])([CH3:13])[CH3:12])(=[O:19])=[O:16]. The catalyst class is: 6. (5) Reactant: [Cl:1][C:2]1[CH:7]=[CH:6][C:5]([C@@H:8]2[S:14][C@@H:13]([CH2:15][C:16](OCC)=[O:17])[C@@H:12]([CH3:21])[NH:11][C:10]3[N:22]([CH3:26])[N:23]=[C:24]([CH3:25])[C:9]2=3)=[C:4]([CH3:27])[CH:3]=1.CC(C[AlH]CC(C)C)C.[C@H](O)(C([O-])=O)[C@@H](O)C([O-])=O.[Na+].[K+].[H-].[H-].[H-].[H-].[Li+].[Al+3]. Product: [Cl:1][C:2]1[CH:7]=[CH:6][C:5]([C@@H:8]2[S:14][C@@H:13]([CH2:15][CH2:16][OH:17])[C@@H:12]([CH3:21])[NH:11][C:10]3[N:22]([CH3:26])[N:23]=[C:24]([CH3:25])[C:9]2=3)=[C:4]([CH3:27])[CH:3]=1. The catalyst class is: 49. (6) Reactant: [Cl:1]N1C(=O)CCC1=O.[Br:9][C:10]1[C:11]([Cl:17])=[CH:12][C:13]([NH2:16])=[N:14][CH:15]=1. Product: [Br:9][C:10]1[C:11]([Cl:17])=[C:12]([Cl:1])[C:13]([NH2:16])=[N:14][CH:15]=1. The catalyst class is: 10. (7) Reactant: [CH3:1][CH2:2][CH:3]([NH2:6])[CH2:4][CH3:5].C(N(CC)CC)C.[C:14](Cl)(=[O:18])[CH:15]([CH3:17])[CH3:16]. Product: [CH3:1][CH2:2][CH:3]([NH:6][C:14](=[O:18])[CH:15]([CH3:17])[CH3:16])[CH2:4][CH3:5]. The catalyst class is: 4. (8) Reactant: Br[C:2]1[C:11]2[O:10][CH2:9][N:8](C(C)(C)C)[CH2:7][C:6]=2[CH:5]=[C:4](C(C)(C)C)[CH:3]=1.FC(F)(F)C1C=CC(B(O)O)=CN=1.C(=O)([O-])[O-].[K+].[K+]. Product: [O:10]1[C:11]2[CH:2]=[CH:3][CH:4]=[CH:5][C:6]=2[CH2:7][NH:8][CH2:9]1. The catalyst class is: 437.